From a dataset of Reaction yield outcomes from USPTO patents with 853,638 reactions. Predict the reaction yield, written as a fraction of the theoretical maximum amount of product (1.0 means a 100% yield; for example, 0.34 means a 34% yield). (1) The product is [CH3:29][C:30]1[N:31]=[C:32]([N:40]2[CH2:44][CH2:43][N:42]([CH2:45][C:46]3[CH:51]=[CH:50][N:49]=[CH:48][CH:47]=3)[C:41]2=[O:52])[S:33][C:34]=1[C:35]([OH:37])=[O:36]. No catalyst specified. The yield is 1.00. The reactants are CC1C=C(N2CCN(CC3C=CC(C(F)(F)F)=CC=3)C2=O)SC=1C(OCC)=O.[CH3:29][C:30]1[N:31]=[C:32]([N:40]2[CH2:44][CH2:43][N:42]([CH2:45][C:46]3[CH:51]=[CH:50][N:49]=[CH:48][CH:47]=3)[C:41]2=[O:52])[S:33][C:34]=1[C:35]([O:37]CC)=[O:36]. (2) The reactants are [N:1]1([C:7]2[CH:16]=[CH:15][CH:14]=[C:13]3[C:8]=2[CH:9]=[CH:10][N:11]=[CH:12]3)[CH2:6][CH2:5][NH:4][CH2:3][CH2:2]1.[CH3:17][C:18]([O:21][C:22](O[C:22]([O:21][C:18]([CH3:20])([CH3:19])[CH3:17])=[O:23])=[O:23])([CH3:20])[CH3:19]. The catalyst is C(Cl)Cl. The product is [C:18]([O:21][C:22]([N:4]1[CH2:5][CH2:6][N:1]([C:7]2[CH:16]=[CH:15][CH:14]=[C:13]3[C:8]=2[CH:9]=[CH:10][N:11]=[CH:12]3)[CH2:2][CH2:3]1)=[O:23])([CH3:20])([CH3:19])[CH3:17]. The yield is 0.920.